Predict which catalyst facilitates the given reaction. From a dataset of Catalyst prediction with 721,799 reactions and 888 catalyst types from USPTO. (1) Reactant: [CH2:1]([N:3]1[C:18](=[O:19])[C:7]2[CH:8]=[N:9][C:10]3[C:11]([O:16][CH3:17])=[CH:12][CH:13]=[CH:14][C:15]=3[C:6]=2[N:5](CC2C=CC(OC)=CC=2)[C:4]1=[O:29])[CH3:2].FC(F)(F)C(O)=O. Product: [CH2:1]([N:3]1[C:18](=[O:19])[C:7]2[CH:8]=[N:9][C:10]3[C:11]([O:16][CH3:17])=[CH:12][CH:13]=[CH:14][C:15]=3[C:6]=2[NH:5][C:4]1=[O:29])[CH3:2]. The catalyst class is: 2. (2) Reactant: [F-].C([N+](CCCC)(CCCC)CCCC)CCC.[CH2:19]([O:21][C:22](=[O:55])[CH2:23][CH2:24][CH2:25][CH2:26][CH2:27][CH2:28][NH:29][S:30]([CH2:33][CH2:34][C:35]1[CH:40]=[CH:39][C:38]([CH:41]([O:47][Si](C(C)(C)C)(C)C)[CH2:42][CH2:43][CH2:44][CH2:45][CH3:46])=[CH:37][CH:36]=1)(=[O:32])=[O:31])[CH3:20]. Product: [CH2:19]([O:21][C:22](=[O:55])[CH2:23][CH2:24][CH2:25][CH2:26][CH2:27][CH2:28][NH:29][S:30]([CH2:33][CH2:34][C:35]1[CH:36]=[CH:37][C:38]([CH:41]([OH:47])[CH2:42][CH2:43][CH2:44][CH2:45][CH3:46])=[CH:39][CH:40]=1)(=[O:31])=[O:32])[CH3:20]. The catalyst class is: 49. (3) Reactant: [NH2:1][C:2]1[N:7]=[C:6]([N:8]2[C@H:13]([CH3:14])[CH2:12][O:11][C@H:10]([C:15]([NH:17][C:18]3[CH:23]=[CH:22][CH:21]=[CH:20][CH:19]=3)=[O:16])[CH2:9]2)[CH:5]=[C:4]([C:24]2[CH:29]=[CH:28][C:27]([C:30]#[N:31])=[C:26](F)[CH:25]=2)[N:3]=1.O.[NH2:34][NH2:35]. Product: [NH4+:1].[OH-:11].[NH2:1][C:2]1[N:7]=[C:6]([N:8]2[C@H:13]([CH3:14])[CH2:12][O:11][C@H:10]([C:15]([NH:17][C:18]3[CH:23]=[CH:22][CH:21]=[CH:20][CH:19]=3)=[O:16])[CH2:9]2)[CH:5]=[C:4]([C:24]2[CH:25]=[C:26]3[C:27]([C:30]([NH2:31])=[N:34][NH:35]3)=[CH:28][CH:29]=2)[N:3]=1. The catalyst class is: 8. (4) Reactant: [CH3:1][C:2]1[O:6][C:5]([C:7]2[CH:15]=[CH:14][C:10]([C:11]([OH:13])=O)=[CH:9][CH:8]=2)=[N:4][C:3]=1[CH2:16][S:17]([C:20]1[CH:25]=[CH:24][C:23]([C:26]([F:29])([F:28])[F:27])=[CH:22][CH:21]=1)(=[O:19])=[O:18].CCN=C=NCCCN(C)C.C1C=CC2N(O)N=NC=2C=1.C(N(CC)CC)C.[N:58]1[CH:63]=[CH:62][CH:61]=[C:60]([CH2:64][NH2:65])[CH:59]=1. Product: [CH3:1][C:2]1[O:6][C:5]([C:7]2[CH:8]=[CH:9][C:10]([C:11]([NH:65][CH2:64][C:60]3[CH:59]=[N:58][CH:63]=[CH:62][CH:61]=3)=[O:13])=[CH:14][CH:15]=2)=[N:4][C:3]=1[CH2:16][S:17]([C:20]1[CH:25]=[CH:24][C:23]([C:26]([F:29])([F:28])[F:27])=[CH:22][CH:21]=1)(=[O:18])=[O:19]. The catalyst class is: 9.